From a dataset of Full USPTO retrosynthesis dataset with 1.9M reactions from patents (1976-2016). Predict the reactants needed to synthesize the given product. (1) Given the product [F:37][C:38]1[CH:43]=[CH:42][C:41]([S:44]([N:16]([S:13]([C:10]2[CH:11]=[CH:12][C:7]([N:4]3[CH2:5][CH2:6][C@@H:2]([OH:1])[C:3]3=[O:22])=[CH:8][CH:9]=2)(=[O:14])=[O:15])[C:17]2[S:18][CH:19]=[CH:20][N:21]=2)(=[O:46])=[O:45])=[CH:40][CH:39]=1, predict the reactants needed to synthesize it. The reactants are: [OH:1][C@@H:2]1[CH2:6][CH2:5][N:4]([C:7]2[CH:12]=[CH:11][C:10]([S:13]([NH:16][C:17]3[S:18][CH:19]=[CH:20][N:21]=3)(=[O:15])=[O:14])=[CH:9][CH:8]=2)[C:3]1=[O:22].CN(C=O)C.CCN(C(C)C)C(C)C.[F:37][C:38]1[CH:43]=[CH:42][C:41]([S:44](Cl)(=[O:46])=[O:45])=[CH:40][CH:39]=1. (2) Given the product [CH:5]12[NH:8][CH:1]([CH2:7][CH2:6]1)[CH2:2][CH:3]([C:9]1[CH:18]=[C:17]3[C:12]([CH:13]=[CH:14][C:15](=[O:27])[N:16]3[C:19]3[C:20]([Cl:26])=[CH:21][CH:22]=[CH:23][C:24]=3[Cl:25])=[C:11]([C:28]3[CH:33]=[CH:32][C:31]([F:34])=[CH:30][C:29]=3[Cl:35])[N:10]=1)[CH2:4]2, predict the reactants needed to synthesize it. The reactants are: [CH:1]12[NH:8][CH:5]([CH2:6][CH2:7]1)[CH2:4][C:3]([C:9]1[CH:18]=[C:17]3[C:12]([CH:13]=[CH:14][C:15](=[O:27])[N:16]3[C:19]3[C:24]([Cl:25])=[CH:23][CH:22]=[CH:21][C:20]=3[Cl:26])=[C:11]([C:28]3[CH:33]=[CH:32][C:31]([F:34])=[CH:30][C:29]=3[Cl:35])[N:10]=1)=[CH:2]2. (3) Given the product [CH3:40][C:36]([N:33]1[CH2:32][CH2:31][N:30]([CH2:29][C:27]2[S:28][C:8]3[C:7]([N:1]4[CH2:2][CH2:3][O:4][CH2:5][CH2:6]4)=[N:12][C:11]([C:43]4[C:48]5[CH:49]=[CH:50][NH:51][C:47]=5[CH:46]=[C:45]([CH3:52])[N:44]=4)=[N:10][C:9]=3[CH:26]=2)[CH2:35][CH2:34]1)([CH3:41])[C:37]([NH2:39])=[O:38], predict the reactants needed to synthesize it. The reactants are: [N:1]1([C:7]2[C:8]3[S:28][C:27]([CH2:29][N:30]4[CH2:35][CH2:34][N:33]([C:36]([CH3:41])([CH3:40])[C:37]([NH2:39])=[O:38])[CH2:32][CH2:31]4)=[CH:26][C:9]=3[N:10]=[C:11]([Sn](CCCC)(CCCC)CCCC)[N:12]=2)[CH2:6][CH2:5][O:4][CH2:3][CH2:2]1.Br[C:43]1[C:48]2[CH:49]=[CH:50][NH:51][C:47]=2[CH:46]=[C:45]([CH3:52])[N:44]=1. (4) Given the product [NH2:1][C:2]1[N:10]=[C:9]([O:11][CH2:12][CH2:13][CH2:14][CH3:15])[N:8]=[C:7]2[C:3]=1[N:4]=[C:5]([O:35][CH3:36])[N:6]2[CH2:16][CH2:17][CH2:18][CH:19]1[CH2:24][CH2:23][N:68]([C:71]([O:73][CH2:74][C:75]2[CH:80]=[CH:79][CH:78]=[CH:77][CH:76]=2)=[O:72])[CH2:67][CH2:66]1, predict the reactants needed to synthesize it. The reactants are: [NH2:1][C:2]1[N:10]=[C:9]([O:11][CH2:12][CH2:13][CH2:14][CH3:15])[N:8]=[C:7]2[C:3]=1[N:4]=[C:5]([O:35][CH3:36])[N:6]2[CH2:16][CH2:17][CH2:18][CH:19]1[CH2:24][CH2:23]CCN1C(OCC1C=CC=CC=1)=O.FC(F)(F)C(O)=O.C(OC1N=C2C(N=C(OC)N2)=C(N)N=1)CCC.BrCCCC1CC[N:68]([C:71]([O:73][CH2:74][C:75]2[CH:80]=[CH:79][CH:78]=[CH:77][CH:76]=2)=[O:72])[CH2:67][CH2:66]1. (5) Given the product [C:8]([O:11][C:12]1[C:17]([CH3:18])=[C:16]([C:19]2[O:20][C:21]3[CH:27]=[C:26]([N:2]([CH3:3])[CH3:1])[CH:25]=[CH:24][C:22]=3[CH:23]=2)[O:15][C:14](=[O:36])[C:13]=1[CH3:37])(=[O:10])[CH3:9], predict the reactants needed to synthesize it. The reactants are: [CH3:1][N:2]([Sn](C)(C)C)[CH3:3].[C:8]([O:11][C:12]1[C:17]([CH3:18])=[C:16]([C:19]2[O:20][C:21]3[CH:27]=[C:26](OS(C(F)(F)F)(=O)=O)[CH:25]=[CH:24][C:22]=3[CH:23]=2)[O:15][C:14](=[O:36])[C:13]=1[CH3:37])(=[O:10])[CH3:9].